Dataset: Peptide-MHC class I binding affinity with 185,985 pairs from IEDB/IMGT. Task: Regression. Given a peptide amino acid sequence and an MHC pseudo amino acid sequence, predict their binding affinity value. This is MHC class I binding data. The peptide sequence is VEDYGFGVF. The MHC is HLA-B40:01 with pseudo-sequence HLA-B40:01. The binding affinity (normalized) is 0.468.